This data is from Full USPTO retrosynthesis dataset with 1.9M reactions from patents (1976-2016). The task is: Predict the reactants needed to synthesize the given product. (1) Given the product [CH2:1]([O:3][C:4](=[O:14])[CH:5]([C:7]1[CH:8]=[CH:9][C:10]([OH:13])=[C:11]([N+:15]([O-:17])=[O:16])[CH:12]=1)[CH3:6])[CH3:2], predict the reactants needed to synthesize it. The reactants are: [CH2:1]([O:3][C:4](=[O:14])[CH:5]([C:7]1[CH:12]=[CH:11][C:10]([OH:13])=[CH:9][CH:8]=1)[CH3:6])[CH3:2].[N+:15]([O-])([OH:17])=[O:16].O. (2) The reactants are: Br[C:2]1[CH:3]=[C:4]([N:8]2[C:16]3[CH:15]=[CH:14][C:13]([CH3:17])=[CH:12][C:11]=3[C:10]3[CH2:18][N:19]([CH3:22])[CH2:20][CH2:21][C:9]2=3)[CH:5]=[CH:6][CH:7]=1.[F:23][C:24]1[CH:29]=[CH:28][C:27](B2OC(C)(C)C(C)(C)O2)=[CH:26][N:25]=1.C([O-])([O-])=O.[K+].[K+].O. Given the product [F:23][C:24]1[N:25]=[CH:26][C:27]([C:2]2[CH:3]=[C:4]([N:8]3[C:16]4[CH:15]=[CH:14][C:13]([CH3:17])=[CH:12][C:11]=4[C:10]4[CH2:18][N:19]([CH3:22])[CH2:20][CH2:21][C:9]3=4)[CH:5]=[CH:6][CH:7]=2)=[CH:28][CH:29]=1, predict the reactants needed to synthesize it.